From a dataset of NCI-60 drug combinations with 297,098 pairs across 59 cell lines. Regression. Given two drug SMILES strings and cell line genomic features, predict the synergy score measuring deviation from expected non-interaction effect. (1) Drug 1: CCCCCOC(=O)NC1=NC(=O)N(C=C1F)C2C(C(C(O2)C)O)O. Drug 2: N.N.Cl[Pt+2]Cl. Cell line: CAKI-1. Synergy scores: CSS=30.6, Synergy_ZIP=-9.05, Synergy_Bliss=1.58, Synergy_Loewe=-9.81, Synergy_HSA=0.594. (2) Drug 1: CC1=C2C(C(=O)C3(C(CC4C(C3C(C(C2(C)C)(CC1OC(=O)C(C(C5=CC=CC=C5)NC(=O)OC(C)(C)C)O)O)OC(=O)C6=CC=CC=C6)(CO4)OC(=O)C)O)C)O. Drug 2: C(CC(=O)O)C(=O)CN.Cl. Cell line: EKVX. Synergy scores: CSS=4.67, Synergy_ZIP=-3.94, Synergy_Bliss=-0.488, Synergy_Loewe=-4.24, Synergy_HSA=-1.92. (3) Drug 1: CC1=C(C=C(C=C1)NC(=O)C2=CC=C(C=C2)CN3CCN(CC3)C)NC4=NC=CC(=N4)C5=CN=CC=C5. Drug 2: C1CC(=O)NC(=O)C1N2C(=O)C3=CC=CC=C3C2=O. Cell line: ACHN. Synergy scores: CSS=-4.15, Synergy_ZIP=1.43, Synergy_Bliss=1.33, Synergy_Loewe=-2.54, Synergy_HSA=-2.58.